This data is from Forward reaction prediction with 1.9M reactions from USPTO patents (1976-2016). The task is: Predict the product of the given reaction. (1) The product is: [ClH:28].[CH3:1][NH:2][CH2:10][CH2:11][C:12]([CH3:27])([S:14]([C:17]1[CH:22]=[CH:21][CH:20]=[C:19]([C:23]([F:25])([F:26])[F:24])[CH:18]=1)(=[O:16])=[O:15])[CH3:13]. Given the reactants [CH3:1][N:2]([CH2:10][CH2:11][C:12]([CH3:27])([S:14]([C:17]1[CH:22]=[CH:21][CH:20]=[C:19]([C:23]([F:26])([F:25])[F:24])[CH:18]=1)(=[O:16])=[O:15])[CH3:13])C(=O)OC(C)(C)C.[ClH:28], predict the reaction product. (2) Given the reactants [C:1]([O:5][C:6]([N:8]1[CH2:13][CH:12]2[CH2:14][CH:10]([N:11]2C(C(F)(F)F)=O)[CH2:9]1)=[O:7])([CH3:4])([CH3:3])[CH3:2].C(=O)([O-])[O-].[K+].[K+], predict the reaction product. The product is: [C:1]([O:5][C:6]([N:8]1[CH2:9][CH:10]2[CH2:14][CH:12]([NH:11]2)[CH2:13]1)=[O:7])([CH3:4])([CH3:2])[CH3:3].